Dataset: Forward reaction prediction with 1.9M reactions from USPTO patents (1976-2016). Task: Predict the product of the given reaction. (1) Given the reactants [OH-].[K+].C(O)C.[Cl:6][C:7]1[CH:12]=[CH:11][CH:10]=[C:9]([Cl:13])[C:8]=1[OH:14].[Cl:15][C:16]1[N:21]=[C:20](Cl)[CH:19]=[C:18]([Cl:23])[N:17]=1, predict the reaction product. The product is: [Cl:15][C:16]1[N:17]=[C:18]([Cl:23])[C:19]([O:14][C:8]2[C:7]([Cl:6])=[CH:12][CH:11]=[CH:10][C:9]=2[Cl:13])=[CH:20][N:21]=1. (2) Given the reactants Cl[C:2]1[CH:3]=[C:4]([C:21]([O:23][CH3:24])=[O:22])[C:5]2[N:6]([CH:8]=[C:9]([C:11]3[CH:16]=[CH:15][CH:14]=[CH:13][C:12]=3[C:17]([F:20])([F:19])[F:18])[N:10]=2)[N:7]=1.CCN(CC)CC, predict the reaction product. The product is: [F:20][C:17]([F:18])([F:19])[C:12]1[CH:13]=[CH:14][CH:15]=[CH:16][C:11]=1[C:9]1[N:10]=[C:5]2[C:4]([C:21]([O:23][CH3:24])=[O:22])=[CH:3][CH:2]=[N:7][N:6]2[CH:8]=1. (3) Given the reactants [C:1]([C:3]1[CH:8]=[CH:7][CH:6]=[CH:5][C:4]=1[C:9]1[CH:14]=[CH:13][C:12]([CH2:15][N:16]2[C:24]3[C:19](=[CH:20][C:21]([C:25]([NH:27][CH:28]([C:31]4[CH:36]=[CH:35][CH:34]=[CH:33][CH:32]=4)[CH2:29][CH3:30])=[O:26])=[CH:22][CH:23]=3)[C:18]([CH3:37])=[C:17]2[CH3:38])=[CH:11][CH:10]=1)#[N:2].[Si]([N:43]=[N+:44]=[N-:45])(C)(C)C, predict the reaction product. The product is: [NH:43]1[C:1]([C:3]2[CH:8]=[CH:7][CH:6]=[CH:5][C:4]=2[C:9]2[CH:10]=[CH:11][C:12]([CH2:15][N:16]3[C:24]4[C:19](=[CH:20][C:21]([C:25]([NH:27][CH:28]([C:31]5[CH:36]=[CH:35][CH:34]=[CH:33][CH:32]=5)[CH2:29][CH3:30])=[O:26])=[CH:22][CH:23]=4)[C:18]([CH3:37])=[C:17]3[CH3:38])=[CH:13][CH:14]=2)=[N:2][N:45]=[N:44]1. (4) The product is: [I-:49].[C:37]([O:36][C:35]([NH:34][C@H:29]([C:28]([NH:27][C@H:24]1[CH2:23][CH2:22][C@H:21]([O:20][C:10]2[CH:9]=[C:8]([N:7]3[C:6]4[CH:43]=[CH:44][CH:45]=[CH:46][C:5]=4[N:4]=[C:3]3[CH:2]([F:1])[F:47])[N:13]=[C:12]([N:14]3[CH2:15][CH2:16][O:17][CH2:18][CH2:19]3)[N:11]=2)[CH2:26][CH2:25]1)=[O:42])[CH2:30][CH2:31][S+:32]([CH3:48])[CH3:33])=[O:41])([CH3:40])([CH3:38])[CH3:39]. Given the reactants [F:1][CH:2]([F:47])[C:3]1[N:7]([C:8]2[N:13]=[C:12]([N:14]3[CH2:19][CH2:18][O:17][CH2:16][CH2:15]3)[N:11]=[C:10]([O:20][C@H:21]3[CH2:26][CH2:25][C@H:24]([NH:27][C:28](=[O:42])[C@@H:29]([NH:34][C:35](=[O:41])[O:36][C:37]([CH3:40])([CH3:39])[CH3:38])[CH2:30][CH2:31][S:32][CH3:33])[CH2:23][CH2:22]3)[CH:9]=2)[C:6]2[CH:43]=[CH:44][CH:45]=[CH:46][C:5]=2[N:4]=1.[CH3:48][I:49], predict the reaction product. (5) Given the reactants Cl[C:2]1[C:3]([C:16]2[CH:21]=[CH:20][CH:19]=[CH:18][CH:17]=2)=[N:4][C:5]2[C:10]([N:11]=1)=[CH:9][C:8]([C:12]([O:14]C)=[O:13])=[CH:7][CH:6]=2.[F:22][C:23]1[CH:24]=[C:25](B(O)O)[CH:26]=[CH:27][CH:28]=1, predict the reaction product. The product is: [F:22][C:23]1[CH:28]=[C:27]([C:2]2[C:3]([C:16]3[CH:21]=[CH:20][CH:19]=[CH:18][CH:17]=3)=[N:4][C:5]3[C:10]([N:11]=2)=[CH:9][C:8]([C:12]([OH:14])=[O:13])=[CH:7][CH:6]=3)[CH:26]=[CH:25][CH:24]=1. (6) The product is: [NH2:30][C:29]1[S:28][C:27]([C:44]2[CH:45]=[C:40]([F:39])[CH:41]=[CH:42][C:43]=2[C:49]([F:50])([F:51])[F:52])=[N:26][C:25]=1[C:23]([NH:22][C:17]1[CH:18]=[N:19][N:20]([CH3:21])[C:16]=1[N:13]1[CH2:14][CH2:15][CH:10]([CH2:9][NH2:8])[CH2:11][CH2:12]1)=[O:24]. Given the reactants C(OC([NH:8][CH2:9][CH:10]1[CH2:15][CH2:14][N:13]([C:16]2[N:20]([CH3:21])[N:19]=[CH:18][C:17]=2[NH:22][C:23]([C:25]2[N:26]=[C:27](Br)[S:28][C:29]=2[NH:30]C(=O)OC(C)(C)C)=[O:24])[CH2:12][CH2:11]1)=O)CCC.[F:39][C:40]1[CH:41]=[CH:42][C:43]([C:49]([F:52])([F:51])[F:50])=[C:44](B(O)O)[CH:45]=1, predict the reaction product.